This data is from Full USPTO retrosynthesis dataset with 1.9M reactions from patents (1976-2016). The task is: Predict the reactants needed to synthesize the given product. (1) Given the product [C:25]([OH:32])(=[O:31])/[CH:26]=[CH:27]\[C:28]([OH:30])=[O:29].[C:25]([OH:32])(=[O:31])/[CH:26]=[CH:27]\[C:28]([OH:30])=[O:29].[CH:1]([N:4]1[CH2:9][CH2:8][N:7]([C:10]([C:12]2[CH:13]=[CH:14][C:15]([CH2:18][N:19]3[CH2:20][CH2:21][O:22][CH2:23][CH2:24]3)=[CH:16][CH:17]=2)=[O:11])[CH2:6][CH2:5]1)([CH3:3])[CH3:2], predict the reactants needed to synthesize it. The reactants are: [CH:1]([N:4]1[CH2:9][CH2:8][N:7]([C:10]([C:12]2[CH:17]=[CH:16][C:15]([CH2:18][N:19]3[CH2:24][CH2:23][O:22][CH2:21][CH2:20]3)=[CH:14][CH:13]=2)=[O:11])[CH2:6][CH2:5]1)([CH3:3])[CH3:2].[C:25]([OH:32])(=[O:31])/[CH:26]=[CH:27]\[C:28]([OH:30])=[O:29]. (2) Given the product [CH:3]1[C:4]2[C:13](=[CH:12][C:11]3[C:6]([CH:5]=2)=[CH:7][CH:8]=[C:9]([C:36](=[O:35])[CH3:37])[CH:10]=3)[CH:14]=[CH:15][C:2]=1[C:20](=[O:19])[CH3:21], predict the reactants needed to synthesize it. The reactants are: Br[C:2]1[CH:15]=[CH:14][C:13]2[C:4](=[CH:5][C:6]3[C:11]([CH:12]=2)=[CH:10][C:9](Br)=[CH:8][CH:7]=3)[CH:3]=1.C([O:19][C:20]([Sn](CCCC)(CCCC)CCCC)=[CH2:21])C.[O:35]1CCO[CH2:37][CH2:36]1. (3) Given the product [N:43]1([CH2:7][C:8]#[C:9][C:10]2[CH:11]=[CH:12][C:13]([S:16]([NH:19][CH2:20][C:21]3[CH:22]=[CH:23][C:24]([C:25]([NH:27][C:28]4[CH:29]=[N:30][CH:31]=[CH:32][CH:33]=4)=[O:26])=[CH:34][CH:35]=3)(=[O:17])=[O:18])=[CH:14][CH:15]=2)[CH2:48][CH2:47][O:46][CH2:45][CH2:44]1, predict the reactants needed to synthesize it. The reactants are: CS(Cl)(=O)=O.O[CH2:7][C:8]#[C:9][C:10]1[CH:15]=[CH:14][C:13]([S:16]([NH:19][CH2:20][C:21]2[CH:35]=[CH:34][C:24]([C:25]([NH:27][C:28]3[CH:29]=[N:30][CH:31]=[CH:32][CH:33]=3)=[O:26])=[CH:23][CH:22]=2)(=[O:18])=[O:17])=[CH:12][CH:11]=1.CCN(CC)CC.[NH:43]1[CH2:48][CH2:47][O:46][CH2:45][CH2:44]1.S([O-])(=O)(=O)C. (4) Given the product [NH:1]([C:14]([O:16][CH2:17][C:18]1[CH:23]=[CH:22][CH:21]=[CH:20][CH:19]=1)=[O:15])[CH2:2][C:3]([NH:5][CH2:6][C:7]([NH:9][CH2:10][C:11]([NH:32][CH2:31][CH2:30][C:29]([O:28][C:24]([CH3:27])([CH3:26])[CH3:25])=[O:33])=[O:13])=[O:8])=[O:4], predict the reactants needed to synthesize it. The reactants are: [NH:1]([C:14]([O:16][CH2:17][C:18]1[CH:23]=[CH:22][CH:21]=[CH:20][CH:19]=1)=[O:15])[CH2:2][C:3]([NH:5][CH2:6][C:7]([NH:9][CH2:10][C:11]([OH:13])=O)=[O:8])=[O:4].[C:24]([O:28][C:29](=[O:33])[CH2:30][CH2:31][NH2:32])([CH3:27])([CH3:26])[CH3:25].OC1C2N=NNC=2C=CC=1.Cl.CN(C)CCCN=C=NCC. (5) The reactants are: [C:1]([C:5]1[CH:10]=[C:9](C(C)(C)C)[CH:8]=[C:7]([C:15]([CH3:18])([CH3:17])[CH3:16])[CH:6]=1)([CH3:4])([CH3:3])[CH3:2].[Cl:19][S:20](O)(=[O:22])=[O:21]. Given the product [C:1]([C:5]1[CH:10]=[C:9]([S:20]([Cl:19])(=[O:22])=[O:21])[CH:8]=[C:7]([C:15]([CH3:18])([CH3:17])[CH3:16])[CH:6]=1)([CH3:4])([CH3:3])[CH3:2], predict the reactants needed to synthesize it. (6) Given the product [C:1]([O:5][C:6]([N:8]1[CH2:9][CH:10]=[C:11]([C:14]2[CH:15]=[C:16]3[C:25](=[CH:26][CH:27]=2)[O:24][CH2:23][C:22]2[N:17]3[CH:18]([CH3:30])[C:19](=[O:29])[NH:20][N:21]=2)[CH2:12][CH2:13]1)=[O:7])([CH3:4])([CH3:2])[CH3:3], predict the reactants needed to synthesize it. The reactants are: [C:1]([O:5][C:6]([N:8]1[CH2:13][CH2:12][CH:11]([C:14]2[CH:15]=[C:16]3[C:25](=[CH:26][C:27]=2Br)[O:24][CH2:23][C:22]2[N:17]3[CH:18]([CH3:30])[C:19](=[O:29])[NH:20][N:21]=2)[CH2:10][CH2:9]1)=[O:7])([CH3:4])([CH3:3])[CH3:2].C(OC(N1CC=C(B2OC(C)(C)C(C)(C)O2)CC1)=O)(C)(C)C.C([O-])([O-])=O.[K+].[K+]. (7) Given the product [Cl:1][C:2]1[CH:22]=[CH:21][C:5]([C:6]([C:8]2[CH:20]=[CH:19][C:11]([O:12][C:13]([CH3:18])([CH3:17])[C:14]([O:16][CH2:29][Cl:28])=[O:15])=[CH:10][CH:9]=2)=[O:7])=[CH:4][CH:3]=1, predict the reactants needed to synthesize it. The reactants are: [Cl:1][C:2]1[CH:22]=[CH:21][C:5]([C:6]([C:8]2[CH:20]=[CH:19][C:11]([O:12][C:13]([CH3:18])([CH3:17])[C:14]([OH:16])=[O:15])=[CH:10][CH:9]=2)=[O:7])=[CH:4][CH:3]=1.C(=O)(O)[O-].[Na+].[Cl:28][CH2:29]Cl.CCCCCC. (8) Given the product [CH3:1][N:2]1[CH:10]=[C:9]2[C:4]([CH:5]=[C:6]([NH:11][C:12]([C:14]3[CH:19]=[CH:18][CH:17]=[CH:16][C:15]=3[NH:20][CH2:21][C:22]3[CH:27]=[CH:26][N:25]=[C:24]([NH:28][C:29]([N:31]4[CH2:32][CH2:33][C:34]([OH:37])([C:39]([F:41])([F:40])[F:38])[CH2:35][CH2:36]4)=[O:30])[CH:23]=3)=[O:13])[CH:7]=[CH:8]2)=[N:3]1, predict the reactants needed to synthesize it. The reactants are: [CH3:1][N:2]1[CH:10]=[C:9]2[C:4]([CH:5]=[C:6]([NH:11][C:12]([C:14]3[CH:19]=[CH:18][CH:17]=[CH:16][C:15]=3[NH:20][CH2:21][C:22]3[CH:27]=[CH:26][N:25]=[C:24]([NH:28][C:29]([N:31]4[CH2:36][CH2:35][C:34](=[O:37])[CH2:33][CH2:32]4)=[O:30])[CH:23]=3)=[O:13])[CH:7]=[CH:8]2)=[N:3]1.[F:38][C:39]([Si](C)(C)C)([F:41])[F:40].[F-].C([N+](CCCC)(CCCC)CCCC)CCC.